From a dataset of In vitro SARS-CoV-2 activity screen of 1,480 approved drugs from Prestwick library. Binary Classification. Given a drug SMILES string, predict its activity (active/inactive) in a high-throughput screening assay against a specified biological target. (1) The molecule is CC(COc1ccccc1)N(CCCl)Cc1ccccc1.Cl. The result is 0 (inactive). (2) The molecule is C#C[C@]1(O)CC[C@H]2[C@@H]3CCC4=CC(=O)CCC4=C3C=C[C@@]21CC. The result is 0 (inactive). (3) The molecule is Nc1nc2n[nH]nc2c(=O)[nH]1. The result is 0 (inactive). (4) The drug is CC[C@H]1OC(=O)[C@H](C)[C@@H](O[C@H]2C[C@@](C)(OC)[C@@H](O)[C@H](C)O2)[C@H](C)[C@@H](O[C@@H]2O[C@H](C)C[C@H](N(C)C)[C@H]2O)[C@](C)(OC)C[C@@H](C)C(=O)[C@H](C)[C@@H](O)[C@]1(C)O. The result is 0 (inactive). (5) The molecule is CS(=O)(=O)c1ccc(C2=C(c3ccccc3)C(=O)OC2)cc1. The result is 0 (inactive). (6) The drug is NC(=O)OCCCc1ccccc1. The result is 0 (inactive). (7) The drug is Cc1cnc(C(=O)NCCc2ccc(S(=O)(=O)NC(=O)NC3CCCCC3)cc2)cn1. The result is 0 (inactive). (8) The compound is CN[C@H](CC(C)C)C(=O)N[C@H]1C(=O)N[C@@H](CC(N)=O)C(=O)N[C@H]2C(=O)N[C@H]3C(=O)N[C@H](C(=O)N[C@H](C(=O)O)c4cc(O)cc(O)c4-c4cc3ccc4O)[C@H](O)c3ccc(c(Cl)c3)Oc3cc2cc(c3O[C@@H]2O[C@H](CO)[C@@H](O)[C@H](O)[C@H]2O[C@H]2C[C@](C)(N)[C@H](O)[C@H](C)O2)Oc2ccc(cc2Cl)[C@H]1O.Cl. The result is 0 (inactive). (9) The drug is CCCCc1nc(Cl)c(CO)n1Cc1ccc(-c2ccccc2-c2nn[nH]n2)cc1. The result is 0 (inactive).